Predict the reaction yield, written as a fraction of the theoretical maximum amount of product (1.0 means a 100% yield; for example, 0.34 means a 34% yield). From a dataset of Reaction yield outcomes from USPTO patents with 853,638 reactions. (1) The reactants are [C:1]([N:8]1[CH:12]=[CH:11][N:10]=[CH:9]1)([N:3]1[CH:7]=[CH:6][N:5]=[CH:4]1)=O.NC1C=CN=CN=1.[O:20]1CCOCC1.[F:26][C:27]([F:47])([F:46])[CH:28]1[CH2:33][CH2:32][CH2:31][CH:30]([C:34]2[CH:35]=[CH:36][C:37]3[N:43]4C[C@H]([CH2:41][CH2:42]4)N[C:38]=3[N:45]=2)[CH2:29]1. The catalyst is C(Cl)Cl. The product is [N:10]1[CH:11]=[CH:12][C:1]([NH:3][C:4]([N:5]2[C@@H:6]3[CH2:7][N:43]([CH2:42][CH2:41]3)[C:37]3[CH:36]=[CH:35][C:34]([CH:30]4[CH2:31][CH2:32][CH2:33][CH:28]([C:27]([F:47])([F:46])[F:26])[CH2:29]4)=[N:45][C:38]2=3)=[O:20])=[N:8][CH:9]=1. The yield is 0.0700. (2) The reactants are [H-].[Na+].[Si:3]([O:10][CH2:11][CH2:12][CH2:13][C@@:14]1([C:36]2[CH:41]=[CH:40][C:39]([F:42])=[CH:38][CH:37]=2)[O:19][C:18](=[O:20])[N:17]([C@H:21]([C:23]2[CH:28]=[CH:27][C:26]([C:29]3[CH:34]=[CH:33][C:32](=[O:35])[NH:31][CH:30]=3)=[CH:25][CH:24]=2)[CH3:22])[CH2:16][CH2:15]1)([C:6]([CH3:9])([CH3:8])[CH3:7])([CH3:5])[CH3:4].[CH3:43]I. The catalyst is C1COCC1. The product is [Si:3]([O:10][CH2:11][CH2:12][CH2:13][C@@:14]1([C:36]2[CH:37]=[CH:38][C:39]([F:42])=[CH:40][CH:41]=2)[O:19][C:18](=[O:20])[N:17]([C@H:21]([C:23]2[CH:24]=[CH:25][C:26]([C:29]3[CH:34]=[CH:33][C:32](=[O:35])[N:31]([CH3:43])[CH:30]=3)=[CH:27][CH:28]=2)[CH3:22])[CH2:16][CH2:15]1)([C:6]([CH3:7])([CH3:8])[CH3:9])([CH3:4])[CH3:5]. The yield is 1.00. (3) The reactants are [C:1]([C:4]1[C:5](F)=[C:6]([F:23])[C:7]([NH:14][C:15]2[CH:20]=[CH:19][C:18]([I:21])=[CH:17][C:16]=2[F:22])=[C:8]([CH:13]=1)[C:9]([O:11][CH3:12])=[O:10])(=O)[CH3:2].C(O)(=O)C.[CH:29]([NH2:31])=O.CC([N:35](C)C)=O. The catalyst is CCOC(C)=O. The product is [F:22][C:16]1[CH:17]=[C:18]([I:21])[CH:19]=[CH:20][C:15]=1[NH:14][C:7]1[C:6]([F:23])=[C:5]2[C:4]([C:1]([CH3:2])=[N:35][CH:29]=[N:31]2)=[CH:13][C:8]=1[C:9]([O:11][CH3:12])=[O:10]. The yield is 0.880. (4) The reactants are C([O:5][C:6](=[O:26])[CH2:7][C@@H:8]([NH:16]S(C1C=CC(C)=CC=1)=O)[C@H:9]([CH3:15])[C@H:10]([CH3:14])[CH2:11][CH2:12][CH3:13])(C)(C)C.FC(F)(F)C(O)=O. The catalyst is CO. The product is [NH2:16][C@@H:8]([C@H:9]([CH3:15])[C@H:10]([CH3:14])[CH2:11][CH2:12][CH3:13])[CH2:7][C:6]([OH:26])=[O:5]. The yield is 0.812. (5) The reactants are [CH2:1]([O:3][C:4]([CH:6]1[C:10](O)([CH3:11])[CH2:9][CH2:8][N:7]1[S:13]([C:16]1[CH:21]=[CH:20][C:19]([CH3:22])=[CH:18][CH:17]=1)(=[O:15])=[O:14])=[O:5])[CH3:2].O=P(Cl)(Cl)Cl. The catalyst is N1C=CC=CC=1. The product is [CH2:1]([O:3][C:4]([CH:6]1[C:10]([CH3:11])=[CH:9][CH2:8][N:7]1[S:13]([C:16]1[CH:21]=[CH:20][C:19]([CH3:22])=[CH:18][CH:17]=1)(=[O:14])=[O:15])=[O:5])[CH3:2]. The yield is 0.880. (6) The reactants are [CH:1]([NH:4][C:5]1[C:10]([NH2:11])=[CH:9][N:8]=[C:7]([NH:12][C:13]2[CH:18]=[CH:17][N:16]=[C:15]([N:19]3[CH2:24][CH2:23][CH:22]([O:25][CH3:26])[CH2:21][CH2:20]3)[N:14]=2)[CH:6]=1)([CH3:3])[CH3:2].[CH3:27][N:28]=[C:29]=S.F[P-](F)(F)(F)(F)F.N1(O[P+](N(C)C)(N(C)C)N(C)C)C2C=CC=CC=2N=N1.C1CCN2C(=NCCC2)CC1. The catalyst is C(#N)C. The product is [CH:1]([N:4]1[C:5]2[CH:6]=[C:7]([NH:12][C:13]3[CH:18]=[CH:17][N:16]=[C:15]([N:19]4[CH2:24][CH2:23][CH:22]([O:25][CH3:26])[CH2:21][CH2:20]4)[N:14]=3)[N:8]=[CH:9][C:10]=2[N:11]=[C:27]1[NH:28][CH3:29])([CH3:3])[CH3:2]. The yield is 0.230.